From a dataset of Reaction yield outcomes from USPTO patents with 853,638 reactions. Predict the reaction yield, written as a fraction of the theoretical maximum amount of product (1.0 means a 100% yield; for example, 0.34 means a 34% yield). The reactants are I[CH2:2][C:3](N)=O.[F:6][C:7]1[C:8]([NH:23][C@@H:24]2[CH2:29][CH2:28][CH2:27][N:26]([C:30](=[O:33])[CH:31]=[CH2:32])[CH2:25]2)=[N:9][C:10]([NH:13][C:14]2[CH:15]=[C:16]3[C:20](=[CH:21][CH:22]=2)[CH2:19][NH:18][CH2:17]3)=[N:11][CH:12]=1.[C:34]([O-])([O-])=O.[K+].[K+]. The catalyst is CC#N.O. The product is [F:6][C:7]1[C:8]([NH:23][C@@H:24]2[CH2:29][CH2:28][CH2:27][N:26]([C:30](=[O:33])[CH:31]=[CH2:32])[CH2:25]2)=[N:9][C:10]([NH:13][C:14]2[CH:15]=[C:16]3[C:20](=[CH:21][CH:22]=2)[CH2:19][N:18]([CH:2]([CH3:3])[CH3:34])[CH2:17]3)=[N:11][CH:12]=1. The yield is 0.260.